Regression/Classification. Given a drug SMILES string, predict its toxicity properties. Task type varies by dataset: regression for continuous values (e.g., LD50, hERG inhibition percentage) or binary classification for toxic/non-toxic outcomes (e.g., AMES mutagenicity, cardiotoxicity, hepatotoxicity). Dataset: ames. From a dataset of Ames mutagenicity test results for genotoxicity prediction. The molecule is O=C(O)/C=C/c1ccc(Cl)cc1. The result is 0 (non-mutagenic).